This data is from Full USPTO retrosynthesis dataset with 1.9M reactions from patents (1976-2016). The task is: Predict the reactants needed to synthesize the given product. (1) Given the product [Br:1][C:2]1[CH:3]=[CH:4][C:5]([C:8]2[C:9]3[O:15][CH2:18][CH2:17][O:14][C:10]=3[CH:11]=[CH:12][CH:13]=2)=[CH:6][CH:7]=1, predict the reactants needed to synthesize it. The reactants are: [Br:1][C:2]1[CH:7]=[CH:6][C:5]([C:8]2[CH:13]=[CH:12][CH:11]=[C:10]([OH:14])[C:9]=2[OH:15])=[CH:4][CH:3]=1.Br[CH2:17][CH2:18]Br.[F-].[K+]. (2) Given the product [CH3:1][O:2][C:3](=[O:12])[C:4]1[CH:9]=[C:8]([Cl:10])[CH:7]=[CH:6][C:5]=1[NH:11][CH2:23][C:13]1[C:22]2[C:17](=[CH:18][CH:19]=[CH:20][CH:21]=2)[CH:16]=[CH:15][CH:14]=1, predict the reactants needed to synthesize it. The reactants are: [CH3:1][O:2][C:3](=[O:12])[C:4]1[CH:9]=[C:8]([Cl:10])[CH:7]=[CH:6][C:5]=1[NH2:11].[C:13]1([CH:23]=O)[C:22]2[C:17](=[CH:18][CH:19]=[CH:20][CH:21]=2)[CH:16]=[CH:15][CH:14]=1.C(O[BH-](OC(=O)C)OC(=O)C)(=O)C.[Na+]. (3) Given the product [OH:10][CH2:9][CH2:8][N:7]([CH2:3][CH2:2][C:1]([O:5][CH3:6])=[O:4])[CH2:11][CH2:12][OH:13], predict the reactants needed to synthesize it. The reactants are: [C:1]([O:5][CH3:6])(=[O:4])[CH:2]=[CH2:3].[NH:7]([CH2:11][CH2:12][OH:13])[CH2:8][CH2:9][OH:10]. (4) Given the product [C:1]([O:5][C:6]([N:8]1[CH2:9][CH2:10][CH:11]([N:14]2[C@H:18]([C:19]3[CH:20]=[CH:21][CH:22]=[CH:23][CH:24]=3)[CH2:17][N:16]([C:30](=[O:31])[NH:29][CH3:28])[C:15]2=[O:25])[CH2:12][CH2:13]1)=[O:7])([CH3:4])([CH3:2])[CH3:3], predict the reactants needed to synthesize it. The reactants are: [C:1]([O:5][C:6]([N:8]1[CH2:13][CH2:12][CH:11]([N:14]2[C@H:18]([C:19]3[CH:24]=[CH:23][CH:22]=[CH:21][CH:20]=3)[CH2:17][NH:16][C:15]2=[O:25])[CH2:10][CH2:9]1)=[O:7])([CH3:4])([CH3:3])[CH3:2].[H-].[Na+].[CH3:28][N:29]=[C:30]=[O:31]. (5) The reactants are: [H-].[Na+].CN(C=O)C.[O:8]=[C:9]1[CH:15]([NH:16][C:17](=[O:23])[O:18][C:19]([CH3:22])([CH3:21])[CH3:20])[CH2:14][S:13][CH2:12][CH2:11][NH:10]1.Br[CH2:25][C:26]1[CH:31]=[C:30]([Cl:32])[N:29]=[C:28]([Cl:33])[CH:27]=1. Given the product [C:19]([O:18][C:17](=[O:23])[NH:16][CH:15]1[CH2:14][S:13][CH2:12][CH2:11][N:10]([CH2:25][C:26]2[CH:31]=[C:30]([Cl:32])[N:29]=[C:28]([Cl:33])[CH:27]=2)[C:9]1=[O:8])([CH3:20])([CH3:22])[CH3:21], predict the reactants needed to synthesize it. (6) Given the product [CH3:26][C:5]1[C:6]([NH:8][CH:9]2[CH2:25][CH2:24][C:12]3([CH2:16][N:15]([C:17]([O:19][C:20]([CH3:23])([CH3:22])[CH3:21])=[O:18])[CH2:14][CH2:13]3)[CH2:11][CH2:10]2)=[N:7][C:2]([NH:34][C:32]2[CH:31]=[N:30][N:29]([CH3:28])[CH:33]=2)=[N:3][CH:4]=1, predict the reactants needed to synthesize it. The reactants are: Cl[C:2]1[N:7]=[C:6]([NH:8][CH:9]2[CH2:25][CH2:24][C:12]3([CH2:16][N:15]([C:17]([O:19][C:20]([CH3:23])([CH3:22])[CH3:21])=[O:18])[CH2:14][CH2:13]3)[CH2:11][CH2:10]2)[C:5]([CH3:26])=[CH:4][N:3]=1.Cl.[CH3:28][N:29]1[CH:33]=[C:32]([NH2:34])[CH:31]=[N:30]1.CCN(C(C)C)C(C)C. (7) Given the product [CH:42]1([C@H:48]([C:23]2[CH:24]=[CH:25][CH:26]=[CH:27][CH:28]=2)[NH:46][C:11]([C:8]2[CH:9]=[C:10]3[C:5](=[CH:6][CH:7]=2)[NH:4][N:3]=[C:2]3[I:1])=[O:13])[CH2:44][CH2:43]1, predict the reactants needed to synthesize it. The reactants are: [I:1][C:2]1[C:10]2[C:5](=[CH:6][CH:7]=[C:8]([C:11]([OH:13])=O)[CH:9]=2)[NH:4][N:3]=1.CN(C(ON1N=N[C:24]2[CH:25]=[CH:26][CH:27]=[CH:28][C:23]1=2)=[N+](C)C)C.[B-](F)(F)(F)F.CCN([CH:42]([CH3:44])[CH3:43])C(C)C.C[N:46]([CH:48]=O)C.